From a dataset of Reaction yield outcomes from USPTO patents with 853,638 reactions. Predict the reaction yield, written as a fraction of the theoretical maximum amount of product (1.0 means a 100% yield; for example, 0.34 means a 34% yield). (1) The reactants are [F:1][C:2]1[CH:3]=[CH:4][C:5]([O:25][C:26]2[CH:31]=[CH:30][CH:29]=[CH:28][CH:27]=2)=[C:6]([N:8]([CH2:12][C:13]2[CH:18]=[C:17]([O:19][CH3:20])[CH:16]=[CH:15][C:14]=2[O:21][CH2:22][CH2:23][OH:24])[C:9](=[O:11])[CH3:10])[CH:7]=1.C(N(C(C)C)CC)(C)C.[S:41](Cl)([CH3:44])(=[O:43])=[O:42]. The catalyst is ClCCl. The product is [F:1][C:2]1[CH:3]=[CH:4][C:5]([O:25][C:26]2[CH:27]=[CH:28][CH:29]=[CH:30][CH:31]=2)=[C:6]([N:8]([CH2:12][C:13]2[CH:18]=[C:17]([O:19][CH3:20])[CH:16]=[CH:15][C:14]=2[O:21][CH2:22][CH2:23][O:24][S:41]([CH3:44])(=[O:43])=[O:42])[C:9](=[O:11])[CH3:10])[CH:7]=1. The yield is 0.880. (2) The product is [CH:11]([C:9]1[CH:10]=[C:2]2[C:3]([C:4](=[O:5])[NH:16][CH:14]=[N:1]2)=[CH:7][CH:8]=1)([CH3:13])[CH3:12]. The yield is 0.340. The reactants are [NH2:1][C:2]1[CH:10]=[C:9]([CH:11]([CH3:13])[CH3:12])[CH:8]=[CH:7][C:3]=1[C:4](O)=[O:5].[CH:14]([NH2:16])=O. No catalyst specified.